Predict the product of the given reaction. From a dataset of Forward reaction prediction with 1.9M reactions from USPTO patents (1976-2016). (1) Given the reactants [S:1]=[C:2]1[NH:7][C:6]2=[CH:8][C:9](=[O:11])[NH:10][CH:5]2[C:4](=[O:12])[N:3]1[C:13]1[CH:18]=[CH:17][C:16]([O:19][CH2:20][C:21]([F:24])([F:23])[F:22])=[CH:15][CH:14]=1.C(=O)([O-])O.[Na+].I[CH2:31][CH3:32].C(#N)C, predict the reaction product. The product is: [CH2:31]([S:1][C:2]1[N:3]([C:13]2[CH:14]=[CH:15][C:16]([O:19][CH2:20][C:21]([F:23])([F:22])[F:24])=[CH:17][CH:18]=2)[C:4](=[O:12])[C:5]2[NH:10][C:9]([OH:11])=[CH:8][C:6]=2[N:7]=1)[CH3:32]. (2) Given the reactants [NH2:1][C:2]1[NH:6][N:5]=[C:4]([NH:7][C:8]2[CH:9]=[C:10]([CH:15]=[CH:16][CH:17]=2)[C:11]([O:13]C)=[O:12])[N:3]=1.[OH-].[Li+], predict the reaction product. The product is: [NH2:1][C:2]1[NH:6][N:5]=[C:4]([NH:7][C:8]2[CH:9]=[C:10]([CH:15]=[CH:16][CH:17]=2)[C:11]([OH:13])=[O:12])[N:3]=1. (3) Given the reactants [Br:1][C:2]1[CH:3]=[C:4]2[C:9](=[CH:10][CH:11]=1)[N:8]=[CH:7][C:6]([C:12](=[O:14])[CH3:13])=[C:5]2O.C(=O)(O)[O-].[Na+].C(OCC)(=O)C.P(Cl)(Cl)([Cl:29])=O, predict the reaction product. The product is: [Br:1][C:2]1[CH:3]=[C:4]2[C:9](=[CH:10][CH:11]=1)[N:8]=[CH:7][C:6]([C:12](=[O:14])[CH3:13])=[C:5]2[Cl:29]. (4) Given the reactants Br[C:2]1[N:6]2[CH:7]=[C:8]([CH:11]3[CH2:13][CH2:12]3)C=[CH:10][C:5]2=[N:4][N:3]=1.[C:14](=[O:17])([O-])[O-].[Cs+].[Cs+].[CH3:20][S:21]([NH2:24])(=[O:23])=[O:22].CN[C@@H:27]1[CH2:32][CH2:31][CH2:30][CH2:29][C@H:28]1NC.C(=O)(O)[O-].[Na+].[C:40]1([CH3:46])[CH:45]=C[CH:43]=[CH:42][CH:41]=1, predict the reaction product. The product is: [CH:27]12[CH2:28][CH:29]3[CH2:30][CH:31]([CH2:46][CH:40]([CH2:45]3)[CH:41]1[CH2:42][CH2:43][O:17][C:14]1[C:8]([CH:11]3[CH2:12][CH2:13]3)=[CH:7][N:6]3[C:2]([NH:24][S:21]([CH3:20])(=[O:23])=[O:22])=[N:3][N:4]=[C:5]3[CH:10]=1)[CH2:32]2. (5) Given the reactants [Cl:1][C:2]1[N:6]2[N:7]=[C:8]([O:11][C:12]3[CH:17]=[C:16]([C:18]([F:21])([F:20])[F:19])[CH:15]=[CH:14][C:13]=3[C:22]3[CH:23]=[N:24][C:25]([O:28]C)=[CH:26][CH:27]=3)[CH:9]=[CH:10][C:5]2=[N:4][N:3]=1.[Cl-].[Li+].O.C1(C)C=CC(S(O)(=O)=O)=CC=1.O, predict the reaction product. The product is: [Cl:1][C:2]1[N:6]2[N:7]=[C:8]([O:11][C:12]3[CH:17]=[C:16]([C:18]([F:20])([F:21])[F:19])[CH:15]=[CH:14][C:13]=3[C:22]3[CH:27]=[CH:26][C:25](=[O:28])[NH:24][CH:23]=3)[CH:9]=[CH:10][C:5]2=[N:4][N:3]=1.